This data is from Forward reaction prediction with 1.9M reactions from USPTO patents (1976-2016). The task is: Predict the product of the given reaction. (1) Given the reactants S(Cl)(Cl)=O.[Cl:5][C:6]1[C:14]([OH:15])=[CH:13][C:12]([Cl:16])=[CH:11][C:7]=1[C:8]([OH:10])=[O:9].[CH3:17]O, predict the reaction product. The product is: [Cl:5][C:6]1[C:14]([OH:15])=[CH:13][C:12]([Cl:16])=[CH:11][C:7]=1[C:8]([O:10][CH3:17])=[O:9]. (2) Given the reactants [CH3:1][C:2]1[C:6]2[CH:7]=[C:8]3[C:13]4([C:21]5[C:16](=[CH:17][CH:18]=[CH:19][CH:20]=5)[N:15]([CH2:22][C:23]5[O:24][CH:25]=[C:26]([C:28]([OH:30])=O)[N:27]=5)[C:14]4=[O:31])[CH2:12][O:11][C:9]3=[CH:10][C:5]=2[O:4][N:3]=1.Cl.[CH3:33][NH:34][CH3:35].O.ON1C2C=CC=CC=2N=N1.Cl.C(N=C=NCCCN(C)C)C.CN1CCOCC1, predict the reaction product. The product is: [CH3:33][N:34]([CH3:35])[C:28]([C:26]1[N:27]=[C:23]([CH2:22][N:15]2[C:16]3[C:21](=[CH:20][CH:19]=[CH:18][CH:17]=3)[C:13]3([C:8]4[C:9](=[CH:10][C:5]5[O:4][N:3]=[C:2]([CH3:1])[C:6]=5[CH:7]=4)[O:11][CH2:12]3)[C:14]2=[O:31])[O:24][CH:25]=1)=[O:30]. (3) Given the reactants [Li]CCCC.Br[C:7]1[CH:8]=[C:9]2[C:14](=[CH:15][CH:16]=1)[N:13]=[C:12]([O:17][CH3:18])[C:11]([CH2:19][C:20]1[CH:25]=[CH:24][C:23]([C:26]([F:29])([F:28])[F:27])=[CH:22][CH:21]=1)=[C:10]2[Cl:30].ClC1C2C(=CC=C(C(C3C(C)=NC(C)=CC=3)O)C=2)N=C(OC)C=1CC1C=CC(C(F)(F)F)=CC=1.[CH3:65][N:66]1[C:70]([C:71]([C:73]2[N:77]([CH3:78])[N:76]=[N:75][CH:74]=2)=[O:72])=[CH:69][N:68]=[N:67]1.C(=O)=O.CC(C)=O, predict the reaction product. The product is: [Cl:30][C:10]1[C:9]2[C:14](=[CH:15][CH:16]=[C:7]([C:71]([C:70]3[N:66]([CH3:65])[N:67]=[N:68][CH:69]=3)([C:73]3[N:77]([CH3:78])[N:76]=[N:75][CH:74]=3)[OH:72])[CH:8]=2)[N:13]=[C:12]([O:17][CH3:18])[C:11]=1[CH2:19][C:20]1[CH:25]=[CH:24][C:23]([C:26]([F:29])([F:28])[F:27])=[CH:22][CH:21]=1. (4) Given the reactants [CH3:1][C:2]([O:5][C:6]([NH:8][CH:9]1[CH2:14][CH2:13][NH:12][CH2:11][CH2:10]1)=[O:7])([CH3:4])[CH3:3].[O:15]1[C:19]2[CH:20]=[C:21]3[C:25](=[CH:26][C:18]=2[O:17][CH2:16]1)[C:24](=O)[CH2:23][CH2:22]3.[BH3-]C#N.[Na+].C([O-])(O)=O.[Na+], predict the reaction product. The product is: [C:2]([O:5][C:6](=[O:7])[NH:8][CH:9]1[CH2:10][CH2:11][N:12]([CH:22]2[C:21]3[C:25](=[CH:26][C:18]4[O:17][CH2:16][O:15][C:19]=4[CH:20]=3)[CH2:24][CH2:23]2)[CH2:13][CH2:14]1)([CH3:1])([CH3:3])[CH3:4].